Dataset: Catalyst prediction with 721,799 reactions and 888 catalyst types from USPTO. Task: Predict which catalyst facilitates the given reaction. (1) Reactant: [NH2:1][C:2]1[CH:3]=[C:4]([C:9]2[CH:14]=[CH:13][C:12]([C@H:15]([OH:19])[CH:16]([F:18])[F:17])=[CH:11][CH:10]=2)[CH:5]=[C:6]([F:8])[CH:7]=1.C(=O)([O-])[O-].[Cs+].[Cs+].Cl[C:27]1[N:32]=[C:31]([C:33]([F:36])([F:35])[F:34])[CH:30]=[CH:29][N:28]=1. Product: [F:17][CH:16]([F:18])[C@H:15]([C:12]1[CH:11]=[CH:10][C:9]([C:4]2[CH:3]=[C:2]([NH:1][C:27]3[N:32]=[C:31]([C:33]([F:36])([F:35])[F:34])[CH:30]=[CH:29][N:28]=3)[CH:7]=[C:6]([F:8])[CH:5]=2)=[CH:14][CH:13]=1)[OH:19]. The catalyst class is: 167. (2) Reactant: C([O:8][N:9]1[C:13](=[O:14])[CH2:12][C@H:11]([NH:15][S:16]([C:19]2[CH:24]=[CH:23][C:22]([O:25][CH2:26][CH2:27][CH2:28][CH3:29])=[CH:21][CH:20]=2)(=[O:18])=[O:17])[C:10]1=[O:30])C1C=CC=CC=1. Product: [CH2:26]([O:25][C:22]1[CH:23]=[CH:24][C:19]([S:16]([NH:15][C@H:11]2[CH2:12][C:13](=[O:14])[N:9]([OH:8])[C:10]2=[O:30])(=[O:17])=[O:18])=[CH:20][CH:21]=1)[CH2:27][CH2:28][CH3:29]. The catalyst class is: 407. (3) Reactant: [Br:1][C:2]1[N:3]=[C:4]2[C:10]([C:11]([OH:13])=O)=[CH:9][N:8]([CH2:14][O:15][CH2:16][CH2:17][Si:18]([CH3:21])([CH3:20])[CH3:19])[C:5]2=[N:6][CH:7]=1.[N:22]1[CH:27]=[CH:26][CH:25]=[C:24]([CH:28]([NH2:30])[CH3:29])[CH:23]=1.CCN(C(C)C)C(C)C.CN(C(ON1N=NC2C=CC=NC1=2)=[N+](C)C)C.F[P-](F)(F)(F)(F)F. Product: [N:22]1[CH:27]=[CH:26][CH:25]=[C:24]([CH:28]([NH:30][C:11]([C:10]2[C:4]3[C:5](=[N:6][CH:7]=[C:2]([Br:1])[N:3]=3)[N:8]([CH2:14][O:15][CH2:16][CH2:17][Si:18]([CH3:21])([CH3:20])[CH3:19])[CH:9]=2)=[O:13])[CH3:29])[CH:23]=1. The catalyst class is: 650. (4) Reactant: [O:1]=[C:2]1[C:7]([CH2:8][C:9]2[CH:14]=[CH:13][C:12]([C:15]3[C:16]([C:21]#[N:22])=[CH:17][CH:18]=[CH:19][CH:20]=3)=[CH:11][CH:10]=2)=[C:6]([CH2:23][CH2:24][CH3:25])[N:5]2[N:26]=[CH:27][CH:28]=[C:4]2[N:3]1[CH:29]1[CH2:34][CH2:33][O:32][CH2:31][CH2:30]1.C([Sn](=O)CCCC)CCC.[N:45]([Si](C)(C)C)=[N+:46]=[N-:47].C1(C)C=CC=CC=1. Product: [CH2:23]([C:6]1[N:5]2[N:26]=[CH:27][CH:28]=[C:4]2[N:3]([CH:29]2[CH2:30][CH2:31][O:32][CH2:33][CH2:34]2)[C:2](=[O:1])[C:7]=1[CH2:8][C:9]1[CH:14]=[CH:13][C:12]([C:15]2[CH:20]=[CH:19][CH:18]=[CH:17][C:16]=2[C:21]2[NH:47][N:46]=[N:45][N:22]=2)=[CH:11][CH:10]=1)[CH2:24][CH3:25]. The catalyst class is: 13. (5) Reactant: [CH2:1]([O:3][C:4]([C:6]1[CH:7]=[C:8]2[C:13](=[CH:14][CH:15]=1)[NH:12][CH:11]([C:16]1[CH:17]=[C:18]([C:22]3[CH:27]=[CH:26][C:25]([C:28]([OH:30])=O)=[CH:24][CH:23]=3)[CH:19]=[CH:20][CH:21]=1)[C:10]([CH3:32])([CH3:31])[CH2:9]2)=[O:5])[CH3:2].C[NH3+].F[P-](F)(F)(F)(F)F.N1(OC(N(C)C)=[N+](C)C)[C:46]2N=CC=[CH:50][C:45]=2[N:44]=N1.F[P-](F)(F)(F)(F)F.C(N(CC)CC)C.C(N)(C)C. Product: [CH2:1]([O:3][C:4]([C:6]1[CH:7]=[C:8]2[C:13](=[CH:14][CH:15]=1)[NH:12][CH:11]([C:16]1[CH:17]=[C:18]([C:22]3[CH:23]=[CH:24][C:25]([C:28](=[O:30])[NH:44][CH:45]([CH3:50])[CH3:46])=[CH:26][CH:27]=3)[CH:19]=[CH:20][CH:21]=1)[C:10]([CH3:32])([CH3:31])[CH2:9]2)=[O:5])[CH3:2]. The catalyst class is: 4. (6) Reactant: [F:1][C:2]1[CH:12]=[C:11]([C:13]2[CH:18]=[N:17][C:16]([O:19][CH2:20][CH:21]3[CH2:26][CH2:25][N:24]([CH2:27][C:28]4([C:32]([F:35])([F:34])[F:33])[CH2:31][CH2:30][CH2:29]4)[CH2:23][CH2:22]3)=[CH:15][N:14]=2)[CH:10]=[CH:9][C:3]=1[C:4]([O:6]CC)=[O:5].O[Li].O. Product: [F:1][C:2]1[CH:12]=[C:11]([C:13]2[CH:18]=[N:17][C:16]([O:19][CH2:20][CH:21]3[CH2:22][CH2:23][N:24]([CH2:27][C:28]4([C:32]([F:34])([F:35])[F:33])[CH2:31][CH2:30][CH2:29]4)[CH2:25][CH2:26]3)=[CH:15][N:14]=2)[CH:10]=[CH:9][C:3]=1[C:4]([OH:6])=[O:5]. The catalyst class is: 1. (7) Product: [C:37]([N:9]1[C:10]2[C:5](=[CH:4][C:3]([C:1]#[N:2])=[CH:12][CH:11]=2)[C@H:6]([NH:17][C:18](=[O:27])[O:19][CH2:20][C:21]2[CH:26]=[CH:25][CH:24]=[CH:23][CH:22]=2)[C@@H:7]([CH3:16])[C@@H:8]1[CH:13]1[CH2:15][CH2:14]1)(=[O:39])[CH3:38]. Reactant: [C:1]([C:3]1[CH:4]=[C:5]2[C:10](=[CH:11][CH:12]=1)[NH:9][C@@H:8]([CH:13]1[CH2:15][CH2:14]1)[C@H:7]([CH3:16])[C@H:6]2[NH:17][C:18](=[O:27])[O:19][CH2:20][C:21]1[CH:26]=[CH:25][CH:24]=[CH:23][CH:22]=1)#[N:2].CCN(C(C)C)C(C)C.[C:37](Cl)(=[O:39])[CH3:38]. The catalyst class is: 4. (8) Reactant: C([Sn](CCCC)(CCCC)[C:6]1[C:10]2[N:11]=[CH:12][N:13]=[CH:14][C:9]=2[S:8][CH:7]=1)CCC.[NH2:23][C:24]1[N:25]=[CH:26][C:27]([C:34]2[CH:35]=[N:36][N:37]([CH:39]3[CH2:44][CH2:43][N:42]([C:45](=[O:47])[CH3:46])[CH2:41][CH2:40]3)[CH:38]=2)=[C:28]2[CH:32]=[C:31](Cl)[O:30][C:29]=12.[F-].[Cs+]. Product: [NH2:23][C:24]1[N:25]=[CH:26][C:27]([C:34]2[CH:35]=[N:36][N:37]([CH:39]3[CH2:40][CH2:41][N:42]([C:45](=[O:47])[CH3:46])[CH2:43][CH2:44]3)[CH:38]=2)=[C:28]2[CH:32]=[C:31]([C:6]3[C:10]4[N:11]=[CH:12][N:13]=[CH:14][C:9]=4[S:8][CH:7]=3)[O:30][C:29]=12. The catalyst class is: 128. (9) Reactant: CC1(C)C(C)(C)OB([C:9]2[CH2:18][CH2:17][C:12]3([O:16][CH2:15][CH2:14][O:13]3)[CH2:11][CH:10]=2)O1.Cl[C:21]1[C:30]2[C:25](=[CH:26][CH:27]=[C:28]([F:31])[CH:29]=2)[N:24]=[CH:23][CH:22]=1.C([O-])([O-])=O.[K+].[K+]. Product: [F:31][C:28]1[CH:29]=[C:30]2[C:25](=[CH:26][CH:27]=1)[N:24]=[CH:23][CH:22]=[C:21]2[C:9]1[CH2:18][CH2:17][C:12]2([O:13][CH2:14][CH2:15][O:16]2)[CH2:11][CH:10]=1. The catalyst class is: 70.